Dataset: Catalyst prediction with 721,799 reactions and 888 catalyst types from USPTO. Task: Predict which catalyst facilitates the given reaction. (1) Reactant: [N:1]#[C:2][NH2:3].[H-].[Na+].[N+](C1C=CC([O:15][C:16]([N:18]2[CH2:23][CH2:22][N:21]([C:24]3[CH:29]=[CH:28][C:27]([C:30](=[O:32])[NH2:31])=[C:26]([O:33][C:34]4[CH:39]=[CH:38][C:37]([O:40][C:41]5[CH:46]=[CH:45][CH:44]=[CH:43][CH:42]=5)=[CH:36][CH:35]=4)[N:25]=3)[CH2:20][CH2:19]2)=O)=CC=1)([O-])=O. Product: [C:30]([C:27]1[CH:28]=[CH:29][C:24]([N:21]2[CH2:22][CH2:23][N:18]([C:16]([NH:3][C:2]#[N:1])=[O:15])[CH2:19][CH2:20]2)=[N:25][C:26]=1[O:33][C:34]1[CH:39]=[CH:38][C:37]([O:40][C:41]2[CH:46]=[CH:45][CH:44]=[CH:43][CH:42]=2)=[CH:36][CH:35]=1)(=[O:32])[NH2:31]. The catalyst class is: 1. (2) Reactant: [NH:1]1[CH2:6][CH2:5][O:4][CH2:3][CH2:2]1.[F:7][C:8]1[CH:13]=[C:12]([N+:14]([O-:16])=[O:15])[CH:11]=[C:10](F)[CH:9]=1.O. Product: [F:7][C:8]1[CH:9]=[C:10]([N:1]2[CH2:6][CH2:5][O:4][CH2:3][CH2:2]2)[CH:11]=[C:12]([N+:14]([O-:16])=[O:15])[CH:13]=1. The catalyst class is: 16. (3) Reactant: [OH:1][CH:2]1[CH2:7][CH2:6][N:5]([C:8]([O:10][C:11]([CH3:14])([CH3:13])[CH3:12])=[O:9])[CH2:4][CH2:3]1.CN(C)C=O.[H-].[Na+].Cl[C:23]1[CH:33]=[CH:32][C:26]([C:27]([N:29]([CH3:31])[CH3:30])=[O:28])=[CH:25][N:24]=1. Product: [CH3:30][N:29]([CH3:31])[C:27]([C:26]1[CH:32]=[CH:33][C:23]([O:1][CH:2]2[CH2:3][CH2:4][N:5]([C:8]([O:10][C:11]([CH3:14])([CH3:13])[CH3:12])=[O:9])[CH2:6][CH2:7]2)=[N:24][CH:25]=1)=[O:28]. The catalyst class is: 6. (4) Reactant: [N:1]1[N:2]=[C:3]([C:10]2[CH:19]=[CH:18][C:17]3[C:12](=[C:13]([O:20][C@H:21]4[CH2:26][CH2:25][N:24](C(OCC5C=CC=CC=5)=O)[CH2:23][C@H:22]4[F:37])[CH:14]=[CH:15][CH:16]=3)[N:11]=2)[N:4]2[CH:9]=[CH:8][CH:7]=[CH:6][C:5]=12.Cl.C([O-])(O)=O.[Na+]. Product: [N:1]1[N:2]=[C:3]([C:10]2[CH:19]=[CH:18][C:17]3[C:12](=[C:13]([O:20][C@H:21]4[CH2:26][CH2:25][NH:24][CH2:23][C@H:22]4[F:37])[CH:14]=[CH:15][CH:16]=3)[N:11]=2)[N:4]2[CH:9]=[CH:8][CH:7]=[CH:6][C:5]=12. The catalyst class is: 12. (5) Reactant: [N:1]1[CH:6]=[CH:5][CH:4]=[CH:3][C:2]=1[C:7]1[C:8](N)=[N:9][NH:10][C:11]=1[NH2:12].[CH3:14]C1C=CC(S(O)(=O)=O)=CC=1.[F:25][C:26]1([F:43])[O:30][C:29]2[CH:31]=[CH:32][C:33]([C:35](=O)[CH2:36][C:37]([O:39]CC)=O)=[CH:34][C:28]=2[O:27]1. Product: [NH2:12][C:11]1[C:7]([C:2]2[CH:3]=[CH:4][CH:5]=[CH:6][N:1]=2)=[C:8]2[CH2:14][C:35]([C:33]3[CH:32]=[CH:31][C:29]4[O:30][C:26]([F:25])([F:43])[O:27][C:28]=4[CH:34]=3)=[CH:36][C:37](=[O:39])[N:9]2[N:10]=1. The catalyst class is: 114. (6) Reactant: [NH2:1][C:2]1[C:3]([C:12]([NH:14][C@@H:15]([C:27]([O:29][CH2:30][C:31]2[CH:36]=[CH:35][CH:34]=[CH:33][CH:32]=2)=[O:28])[CH2:16][C:17]([O:19][CH2:20][C:21]2[CH:26]=[CH:25][CH:24]=[CH:23][CH:22]=2)=[O:18])=[O:13])=[CH:4][C:5]2[C:10]([CH:11]=1)=[CH:9][CH:8]=[CH:7][CH:6]=2.[N:37]([C:40]1[C:45]([CH3:46])=[CH:44][C:43]([CH3:47])=[CH:42][C:41]=1[CH3:48])=[C:38]=[O:39]. Product: [CH3:46][C:45]1[CH:44]=[C:43]([CH3:47])[CH:42]=[C:41]([CH3:48])[C:40]=1[NH:37][C:38]([NH:1][C:2]1[C:3]([C:12]([NH:14][C@@H:15]([C:27]([O:29][CH2:30][C:31]2[CH:36]=[CH:35][CH:34]=[CH:33][CH:32]=2)=[O:28])[CH2:16][C:17]([O:19][CH2:20][C:21]2[CH:22]=[CH:23][CH:24]=[CH:25][CH:26]=2)=[O:18])=[O:13])=[CH:4][C:5]2[C:10]([CH:11]=1)=[CH:9][CH:8]=[CH:7][CH:6]=2)=[O:39]. The catalyst class is: 17.